Dataset: Experimentally validated miRNA-target interactions with 360,000+ pairs, plus equal number of negative samples. Task: Binary Classification. Given a miRNA mature sequence and a target amino acid sequence, predict their likelihood of interaction. (1) The miRNA is hsa-miR-6822-5p with sequence CAGGGAACCAGUUGGGGCUU. The protein sequence of the target gene is MPTVDDILEQVGESGWFQKQAFLILCLLSAAFAPICVGIVFLGFTPDHHCQSPGVAELSQRCGWSPAEELNYTVPGLGPAGEAFLGQCRRYEVDWNQSALSCVDPLASLATNRSHLPLGPCQDGWVYDTPGSSIVTEFNLVCADSWKLDLFQSCLNAGFLFGSLGVGYFADRFGRKLCLLGTVLVNAVSGVLMAFSPNYMSMLLFRLLQGLVSKGNWMAGYTLITEFVGSGSRRTVAIMYQMAFTVGLVALTGLAYALPHWRWLQLAVSLPTFLFLLYYWCVPESPRWLLSQKRNTEAIK.... Result: 0 (no interaction). (2) The miRNA is hsa-miR-6832-5p with sequence AGUAGAGAGGAAAAGUUAGGGUC. The protein sequence of the target gene is METPFYGEEALSGLAAGASSVAGATGAPGGGGFAPPGRAFPGAPPTSSMLKKDALTLSLAEQGAAGLKPGSATAPSALRPDGAPDGLLASPDLGLLKLASPELERLIIQSNGLVTTTPTSTQFLYPKVAASEEQEFAEGFVKALEDLHKQSQLGAATAATSGAPAPPAPADLAATPGATETPVYANLSSFAGGAGPPGGAATVAFAAEPVPFPPPPGALGPPPPPHPPRLAALKDEPQTVPDVPSFGDSPPLSPIDMDTQERIKAERKRLRNRIAASKCRKRKLERISRLEEKVKTLKSQ.... Result: 0 (no interaction). (3) The miRNA is hsa-miR-374b-5p with sequence AUAUAAUACAACCUGCUAAGUG. The protein sequence of the target gene is MKGFIDDANYSVGLLDEGTNLGNVIDNYVYEHTLTGKNAFFVGDLGKIVKKHSQWQNVVAQIKPFYTVKCNSAPAVLEILAALGTGFACSSKNEMALVQELGVPPENIIYISPCKQVSQIKYAAKVGVNILTCDNEIELKKIARNHPNAKVLLHIATEDNIGGEEGNMKFGTTLKNCRHLLECAKELDVQIIGVKFHVSSACKESQVYVHALSDARCVFDMAGEIGFTMNMLDIGGGFTGTEFQLEEVNHVISPLLDIYFPEGSGVKIISEPGSYYVSSAFTLAVNIIAKKVVENDKFPS.... Result: 0 (no interaction). (4) The miRNA is hsa-miR-6788-3p with sequence UUCGCCACUUCCCUCCCUGCAG. The protein sequence of the target gene is MSIMDHSPTTGVVTVIVILIAIAALGALILGCWCYLRLQRISQSEDEESIVGDGETKEPFLLVQYSAKGPCVERKAKLMTANSPEVHG. Result: 0 (no interaction). (5) Result: 1 (interaction). The miRNA is mmu-miR-691 with sequence AUUCCUGAAGAGAGGCAGAAAA. The protein sequence of the target gene is MANEVQVLPSPLKGRYAPAVKAGGMRISKKQEMGVLERHTKKTGLEKTSAITNVAKIQMLDALTDTLDKLNHKFPATVHTAHQKPTPALEKAAPMKRAYIIQQPRKC. (6) The protein sequence of the target gene is MFRNSLKMLLTGGKSSRKNRSSDGGSEEPPDRRQSSVDSRQSRSGQGGISTESDCAFEPDYAVPPLPVSEGDAEQELGPPPSVDEAANTLMTRLGFLLGEKVTEVQPGDQYSMEVQDENQTSAITQRISPCSTLTSSTASPPASSPCSTLPPISTNATAKDCSYGAVTSPTSTLESRDSGIIATLTSYSENVERTKYAGESSKELGSGGNIKPWQSQKSSMDSCLYRVDENMTASTYSLNKIPERNLETVLSQSVQSIPLYLMPRPNSVAATSSAHLEDLAYLDEQRHTPLRTSLRMPRQ.... Result: 0 (no interaction). The miRNA is mmu-miR-698-3p with sequence CAUUCUCGUUUCCUUCCCU. (7) The miRNA is mmu-miR-330-5p with sequence UCUCUGGGCCUGUGUCUUAGGC. The protein sequence of the target gene is MSSPGIDGDPKPPCLPRNGLVKLPGQPNGLGAASITKGTPAAKNRPCQPPPPPTLPPPSLATPLSRVALAGGPCPPASGPASGPVSGPPVERPPLATDEKILNGLFWYFSACEKCILAQVCKAWRRVLYQPKFWAGLTPVLHAKELYNVLPGGEKEFVNLQGFAARGFEGFCLVGVSDLDICEFIDNYSLSKKGVKAMSLKRSTITDAGLEVMLEQMQGVVRLELSGCNDFTEAGLWSSLSARITSLSVSDCINVADDAIAAISQLLPNLAELSLQAYHVTDTALAYFTARQGHSTHTLR.... Result: 1 (interaction).